From a dataset of Catalyst prediction with 721,799 reactions and 888 catalyst types from USPTO. Predict which catalyst facilitates the given reaction. Reactant: C(O)(C)C.O.[CH3:6][C@@H:7]([NH:17][CH2:18][C@H:19]([OH:30])[C:20]1[CH:21]=[CH:22][C:23]([OH:29])=[C:24]([NH:26][CH:27]=[O:28])[CH:25]=1)[CH2:8][C:9]1[CH:10]=[CH:11][C:12]([O:15][CH3:16])=[CH:13][CH:14]=1.[CH:31]([OH:40])([C:37]([OH:39])=[O:38])[CH:32]([OH:36])[C:33]([OH:35])=[O:34].C(OC(=O)C)(=O)C. Product: [OH:36][C@H:32]([C@@H:31]([OH:40])[C:37]([OH:39])=[O:38])[C:33]([OH:35])=[O:34].[OH:29][C:23]1[CH:22]=[CH:21][C:20]([C@@H:19]([OH:30])[CH2:18][NH:17][C@H:7]([CH3:6])[CH2:8][C:9]2[CH:10]=[CH:11][C:12]([O:15][CH3:16])=[CH:13][CH:14]=2)=[CH:25][C:24]=1[NH:26][CH:27]=[O:28]. The catalyst class is: 106.